This data is from Ames mutagenicity test results for genotoxicity prediction. The task is: Regression/Classification. Given a drug SMILES string, predict its toxicity properties. Task type varies by dataset: regression for continuous values (e.g., LD50, hERG inhibition percentage) or binary classification for toxic/non-toxic outcomes (e.g., AMES mutagenicity, cardiotoxicity, hepatotoxicity). Dataset: ames. (1) The drug is Nc1cc(N)c(N=Nc2ccc(S(=O)(=O)O)cc2)cc1N=Nc1ccc(-c2ccc(N=Nc3ccc(O)c(C(=O)O)c3)cc2)cc1. The result is 1 (mutagenic). (2) The compound is O=[N+]([O-])c1ccc(/C=C/c2ccc([N+](=O)[O-])cc2)cc1. The result is 1 (mutagenic).